From a dataset of Reaction yield outcomes from USPTO patents with 853,638 reactions. Predict the reaction yield, written as a fraction of the theoretical maximum amount of product (1.0 means a 100% yield; for example, 0.34 means a 34% yield). (1) The reactants are [N:1]1[CH:6]=[CH:5][CH:4]=[C:3]([C:7]2[S:8][C:9](C(O)=O)=[C:10]([C:12]([F:15])([F:14])[F:13])[N:11]=2)[CH:2]=1.CC[N:21]([CH2:24]C)CC.C1(P(N=[N+]=[N-])(C2C=CC=CC=2)=[O:33])C=CC=CC=1.C1(C)C=CC=CC=1.[C:50]([OH:54])([CH3:53])([CH3:52])[CH3:51]. No catalyst specified. The product is [C:50]([O:54][C:24](=[O:33])[NH:21][C:9]1[S:8][C:7]([C:3]2[CH:2]=[N:1][CH:6]=[CH:5][CH:4]=2)=[N:11][C:10]=1[C:12]([F:13])([F:14])[F:15])([CH3:53])([CH3:52])[CH3:51]. The yield is 0.590. (2) The reactants are [C:1]([CH:9]([C:13]1[CH:18]=[CH:17][CH:16]=[CH:15][CH:14]=1)[CH2:10][CH:11]=O)(=[O:8])[C:2]1[CH:7]=[CH:6][CH:5]=[CH:4][CH:3]=1.[CH3:19][O:20][C:21]1[CH:26]=[CH:25][CH:24]=[CH:23][C:22]=1[N:27]1[CH2:32][CH2:31][NH:30][CH2:29][CH2:28]1.[Na].[BH-](OC(C)=O)(OC(C)=O)OC(C)=O.[Na+]. The catalyst is C(Cl)Cl. The product is [CH3:19][O:20][C:21]1[CH:26]=[CH:25][CH:24]=[CH:23][C:22]=1[N:27]1[CH2:32][CH2:31][N:30]([CH2:11][CH2:10][CH:9]([C:1](=[O:8])[C:2]2[CH:7]=[CH:6][CH:5]=[CH:4][CH:3]=2)[C:13]2[CH:18]=[CH:17][CH:16]=[CH:15][CH:14]=2)[CH2:29][CH2:28]1. The yield is 0.950. (3) The reactants are [CH:1]([O:4][C:5]1[CH:6]=[C:7]([C:11]23[CH2:30][CH:15]([CH2:16][CH:17]([N:19]4C(=O)C5C(=CC=CC=5)C4=O)[CH2:18]2)[N:14]([CH2:31][CH2:32][CH2:33][C:34]2[CH:39]=[CH:38][CH:37]=[CH:36][CH:35]=2)[CH2:13][CH:12]3[CH3:40])[CH:8]=[CH:9][CH:10]=1)([CH3:3])[CH3:2].NN. The catalyst is C(O)C. The product is [CH:1]([O:4][C:5]1[CH:6]=[C:7]([C:11]23[CH2:30][CH:15]([CH2:16][CH:17]([NH2:19])[CH2:18]2)[N:14]([CH2:31][CH2:32][CH2:33][C:34]2[CH:35]=[CH:36][CH:37]=[CH:38][CH:39]=2)[CH2:13][CH:12]3[CH3:40])[CH:8]=[CH:9][CH:10]=1)([CH3:3])[CH3:2]. The yield is 0.970.